Predict the product of the given reaction. From a dataset of Forward reaction prediction with 1.9M reactions from USPTO patents (1976-2016). (1) Given the reactants [Cl:1][C:2]1[N:3]=[CH:4][NH:5][C:6]=1[Cl:7].[OH-].[K+].[Br:10][CH2:11][C:12]1[CH:25]=[CH:24][C:23]2[C:14](=[CH:15][C:16]3[C:21]([CH:22]=2)=[CH:20][CH:19]=[CH:18][CH:17]=3)[CH:13]=1, predict the reaction product. The product is: [Br-:10].[CH:13]1[C:14]2[C:23](=[CH:22][C:21]3[C:16]([CH:15]=2)=[CH:17][CH:18]=[CH:19][CH:20]=3)[CH:24]=[CH:25][C:12]=1[CH2:11][N+:3]1[C:2]([Cl:1])=[C:6]([Cl:7])[N:5]([CH2:11][C:12]2[CH:25]=[CH:24][C:23]3[C:14](=[CH:15][C:16]4[C:21]([CH:22]=3)=[CH:20][CH:19]=[CH:18][CH:17]=4)[CH:13]=2)[CH:4]=1. (2) Given the reactants NC1(C2C=CC(C3C(C4C=CC=CC=4)=CC4C(=O)CCCC=4N=3)=CC=2)CCC1.C(OC(=O)[NH:35][C:36]1([C:40]2[CH:45]=[CH:44][C:43]([C:46]3[C:47]([C:58]4[CH:63]=[CH:62][CH:61]=[CH:60][CH:59]=4)=[CH:48][C:49]4[N:54]([CH3:55])[C:53](=[O:56])[CH2:52][O:51][C:50]=4[N:57]=3)=[CH:42][CH:41]=2)[CH2:39][CH2:38][CH2:37]1)(C)(C)C, predict the reaction product. The product is: [NH2:35][C:36]1([C:40]2[CH:41]=[CH:42][C:43]([C:46]3[C:47]([C:58]4[CH:63]=[CH:62][CH:61]=[CH:60][CH:59]=4)=[CH:48][C:49]4[N:54]([CH3:55])[C:53](=[O:56])[CH2:52][O:51][C:50]=4[N:57]=3)=[CH:44][CH:45]=2)[CH2:37][CH2:38][CH2:39]1. (3) Given the reactants [CH2:1]([N:3]1[C:7]([NH2:8])=[CH:6][CH:5]=[N:4]1)[CH3:2].[H-].[Na+].I[CH:12]([CH3:14])[CH3:13].O, predict the reaction product. The product is: [CH2:1]([N:3]1[C:7]([NH:8][CH:12]([CH3:14])[CH3:13])=[CH:6][CH:5]=[N:4]1)[CH3:2]. (4) Given the reactants [F:1][C:2]([F:14])([F:13])[C:3]1[CH:11]=[C:10]2[C:6]([CH:7]=[CH:8][C:9]2=[O:12])=[CH:5][CH:4]=1.[CH3:15][C:16]1([N:29]2[CH2:34][CH2:33][NH:32][CH:31]([CH3:35])[CH2:30]2)[CH2:21][CH2:20][N:19]([C:22]([O:24][C:25]([CH3:28])([CH3:27])[CH3:26])=[O:23])[CH2:18][CH2:17]1, predict the reaction product. The product is: [CH3:15][C:16]1([N:29]2[CH2:34][CH2:33][N:32]([CH:7]3[C:6]4[C:10](=[CH:11][C:3]([C:2]([F:13])([F:14])[F:1])=[CH:4][CH:5]=4)[C:9](=[O:12])[CH2:8]3)[CH:31]([CH3:35])[CH2:30]2)[CH2:21][CH2:20][N:19]([C:22]([O:24][C:25]([CH3:26])([CH3:27])[CH3:28])=[O:23])[CH2:18][CH2:17]1. (5) Given the reactants [Br:1][C:2]1[CH:3]=[C:4]([N+:12]([O-])=O)[CH:5]=[C:6]2[C:10]=1[N:9]([CH3:11])[CH:8]=[CH:7]2.[Cl-].[NH4+].CC(O)C, predict the reaction product. The product is: [Br:1][C:2]1[CH:3]=[C:4]([NH2:12])[CH:5]=[C:6]2[C:10]=1[N:9]([CH3:11])[CH:8]=[CH:7]2. (6) Given the reactants [NH2:1][C:2]1[CH:3]=[CH:4][C:5]([F:17])=[C:6]([C@:8]2([CH3:16])[C@@H:13]([F:14])[CH2:12][O:11][C:10]([NH2:15])=[N:9]2)[CH:7]=1.[F:18][CH2:19][O:20][C:21]1[N:22]=[CH:23][C:24]([C:27](O)=[O:28])=[N:25][CH:26]=1, predict the reaction product. The product is: [NH2:15][C:10]1[O:11][CH2:12][C@H:13]([F:14])[C@:8]([C:6]2[CH:7]=[C:2]([NH:1][C:27]([C:24]3[CH:23]=[N:22][C:21]([O:20][CH2:19][F:18])=[CH:26][N:25]=3)=[O:28])[CH:3]=[CH:4][C:5]=2[F:17])([CH3:16])[N:9]=1. (7) Given the reactants [Cl:1][C:2]1[CH:20]=[C:19]([Cl:21])[CH:18]=[CH:17][C:3]=1[CH2:4][NH:5][C:6]([C:8]1[C:9]([O:13][CH:14]([CH3:16])[CH3:15])=[N:10][NH:11][CH:12]=1)=[O:7].Br[CH2:23][C:24](OCC)=[O:25].C(=O)([O-])[O-].[K+].[K+].O, predict the reaction product. The product is: [Cl:1][C:2]1[CH:20]=[C:19]([Cl:21])[CH:18]=[CH:17][C:3]=1[CH2:4][NH:5][C:6]([C:8]1[C:9]([O:13][CH:14]([CH3:16])[CH3:15])=[N:10][N:11]([CH2:23][CH2:24][OH:25])[CH:12]=1)=[O:7].